This data is from Forward reaction prediction with 1.9M reactions from USPTO patents (1976-2016). The task is: Predict the product of the given reaction. (1) Given the reactants [Br:1][C:2]1[N:7]=[C:6]([C:8]#[N:9])[C:5]([OH:10])=[CH:4][CH:3]=1.C(=O)([O-])[O-].[K+].[K+].[CH2:17](Br)[C:18]1[CH:23]=[CH:22][CH:21]=[CH:20][CH:19]=1.O, predict the reaction product. The product is: [CH2:17]([O:10][C:5]1[C:6]([C:8]#[N:9])=[N:7][C:2]([Br:1])=[CH:3][CH:4]=1)[C:18]1[CH:23]=[CH:22][CH:21]=[CH:20][CH:19]=1. (2) Given the reactants [O:1]1[CH2:5][CH2:4][O:3][CH:2]1[CH2:6][N:7]1[CH2:12][CH2:11][CH:10]([CH2:13][CH2:14][C:15]2[C:19]3[CH:20]=[CH:21][C:22]([O:26][CH2:27][C:28]4[CH:33]=[CH:32][C:31]([F:34])=[CH:30][CH:29]=4)=[C:23]([CH2:24]O)[C:18]=3[O:17][N:16]=2)[CH2:9][CH2:8]1.CS(Cl)(=O)=O.[CH3:40][NH:41][CH3:42].[Cl-].[NH4+], predict the reaction product. The product is: [CH3:40][N:41]([CH2:24][C:23]1[C:18]2[O:17][N:16]=[C:15]([CH2:14][CH2:13][CH:10]3[CH2:11][CH2:12][N:7]([CH2:6][CH:2]4[O:3][CH2:4][CH2:5][O:1]4)[CH2:8][CH2:9]3)[C:19]=2[CH:20]=[CH:21][C:22]=1[O:26][CH2:27][C:28]1[CH:29]=[CH:30][C:31]([F:34])=[CH:32][CH:33]=1)[CH3:42]. (3) Given the reactants [CH2:1]([O:3][CH:4]([O:7][CH2:8][CH3:9])[CH2:5]Cl)[CH3:2].[C:10]([O-:18])(=[O:17])[C:11]1[CH:16]=[CH:15][CH:14]=[CH:13][CH:12]=1.[K+].CN(C=O)C.O, predict the reaction product. The product is: [CH2:1]([O:3][CH:4]([O:7][CH2:8][CH3:9])[CH2:5][O:18][C:10](=[O:17])[C:11]1[CH:16]=[CH:15][CH:14]=[CH:13][CH:12]=1)[CH3:2]. (4) Given the reactants [NH2:1][C:2]1[CH:11]=[CH:10][CH:9]=[C:8]2[C:3]=1[CH:4]=[CH:5][N:6]=[CH:7]2.I[CH2:13][CH3:14].[BH4-].[Na+], predict the reaction product. The product is: [NH2:1][C:2]1[CH:11]=[CH:10][CH:9]=[C:8]2[C:3]=1[CH2:4][CH2:5][N:6]([CH2:13][CH3:14])[CH2:7]2. (5) Given the reactants C(O[C:4](=[N:6][C:7](=O)[C:8]1[CH:13]=[CH:12][C:11]([O:14][CH3:15])=[C:10]([O:16][CH3:17])[CH:9]=1)[CH3:5])C.Cl.[NH:20]([C:22]1[CH:27]=[CH:26][C:25]([S:28]([NH2:31])(=[O:30])=[O:29])=[CH:24][CH:23]=1)[NH2:21].C(N(CC)CC)C.O, predict the reaction product. The product is: [CH3:17][O:16][C:10]1[CH:9]=[C:8]([C:7]2[N:20]([C:22]3[CH:23]=[CH:24][C:25]([S:28]([NH2:31])(=[O:30])=[O:29])=[CH:26][CH:27]=3)[N:21]=[C:4]([CH3:5])[N:6]=2)[CH:13]=[CH:12][C:11]=1[O:14][CH3:15]. (6) Given the reactants C[O:2][C:3](=[O:19])[C:4]1[CH:9]=[CH:8][CH:7]=[C:6]([CH2:10][O:11][C:12]2[CH:17]=[CH:16][C:15](I)=[CH:14][CH:13]=2)[CH:5]=1.[CH2:20]1[O:28][C:27]2[CH:26]=[CH:25][C:24](B(O)O)=[CH:23][C:22]=2[O:21]1, predict the reaction product. The product is: [O:21]1[C:22]2[CH:23]=[CH:24][C:25]([C:15]3[CH:16]=[CH:17][C:12]([O:11][CH2:10][C:6]4[CH:5]=[C:4]([CH:9]=[CH:8][CH:7]=4)[C:3]([OH:2])=[O:19])=[CH:13][CH:14]=3)=[CH:26][C:27]=2[O:28][CH2:20]1. (7) Given the reactants O[CH2:2][CH2:3][NH:4][C:5](=[O:31])[C:6]1[CH:11]=[CH:10][C:9]([C:12]2[C:16]([S:17][C:18]3[CH:23]=[CH:22][C:21]([Cl:24])=[CH:20][CH:19]=3)=[CH:15][N:14]([C:25]3[CH:30]=[CH:29][CH:28]=[CH:27][CH:26]=3)[N:13]=2)=[CH:8][CH:7]=1.S(Cl)([Cl:34])=O, predict the reaction product. The product is: [Cl:34][CH2:2][CH2:3][NH:4][C:5](=[O:31])[C:6]1[CH:7]=[CH:8][C:9]([C:12]2[C:16]([S:17][C:18]3[CH:19]=[CH:20][C:21]([Cl:24])=[CH:22][CH:23]=3)=[CH:15][N:14]([C:25]3[CH:26]=[CH:27][CH:28]=[CH:29][CH:30]=3)[N:13]=2)=[CH:10][CH:11]=1.